Dataset: Forward reaction prediction with 1.9M reactions from USPTO patents (1976-2016). Task: Predict the product of the given reaction. Given the reactants Cl[C:2]1[N:7]=[C:6]([C:8]2[C:16]3[C:11](=[CH:12][CH:13]=[CH:14][CH:15]=3)[N:10]([S:17]([C:20]3[CH:25]=[CH:24][CH:23]=[CH:22][CH:21]=3)(=[O:19])=[O:18])[CH:9]=2)[C:5]([Cl:26])=[CH:4][N:3]=1.[F:27][C:28]1([F:36])[CH2:33][CH:32]([NH2:34])[CH2:31][CH:30]([NH2:35])[CH2:29]1.CCN(C(C)C)C(C)C, predict the reaction product. The product is: [Cl:26][C:5]1[C:6]([C:8]2[C:16]3[C:11](=[CH:12][CH:13]=[CH:14][CH:15]=3)[N:10]([S:17]([C:20]3[CH:25]=[CH:24][CH:23]=[CH:22][CH:21]=3)(=[O:18])=[O:19])[CH:9]=2)=[N:7][C:2]([NH:34][CH:32]2[CH2:33][C:28]([F:36])([F:27])[CH2:29][CH:30]([NH2:35])[CH2:31]2)=[N:3][CH:4]=1.